Dataset: Peptide-MHC class I binding affinity with 185,985 pairs from IEDB/IMGT. Task: Regression. Given a peptide amino acid sequence and an MHC pseudo amino acid sequence, predict their binding affinity value. This is MHC class I binding data. (1) The peptide sequence is TEMYIMYAM. The MHC is HLA-A29:02 with pseudo-sequence HLA-A29:02. The binding affinity (normalized) is 0.692. (2) The peptide sequence is DTTQIIKLLPF. The MHC is HLA-A26:01 with pseudo-sequence HLA-A26:01. The binding affinity (normalized) is 0.116. (3) The peptide sequence is KRYKQMCTK. The MHC is HLA-B48:01 with pseudo-sequence HLA-B48:01. The binding affinity (normalized) is 0.0847. (4) The peptide sequence is KSLFNTVATLY. The MHC is HLA-B08:02 with pseudo-sequence HLA-B08:02. The binding affinity (normalized) is 0.0847. (5) The peptide sequence is TPMLRHSI. The MHC is HLA-B07:02 with pseudo-sequence HLA-B07:02. The binding affinity (normalized) is 0.998.